This data is from Forward reaction prediction with 1.9M reactions from USPTO patents (1976-2016). The task is: Predict the product of the given reaction. (1) Given the reactants [CH3:1][C:2]1[CH:6]=[C:5]([C:7]2[CH:8]=[C:9]([CH:15]=[CH:16][CH:17]=2)[C:10]([O:12]CC)=O)[O:4][N:3]=1.C(C1C=C(C=CC=1)C(OCC)=O)#C.C1C(=O)N(Cl)C(=O)C1.C(=NO)C.[C:43]([O:46][C:47]([CH3:50])([CH3:49])[CH3:48])(=[O:45])[CH3:44].[Li], predict the reaction product. The product is: [C:47]([O:46][C:43](=[O:45])[CH2:44][C:10]([C:9]1[CH:15]=[CH:16][CH:17]=[C:7]([C:5]2[O:4][N:3]=[C:2]([CH3:1])[CH:6]=2)[CH:8]=1)=[O:12])([CH3:50])([CH3:49])[CH3:48]. (2) Given the reactants [NH2:1][C:2]1[CH:3]=[C:4]2[C:8](=[CH:9][CH:10]=1)[N:7]([C:11]1[N:19]=[C:18]([NH:20][C@H:21]3[CH2:26][CH2:25][C@H:24]([NH:27][C:28]([O:30][C:31]([CH3:34])([CH3:33])[CH3:32])=[O:29])[CH2:23][CH2:22]3)[N:17]=[C:16]3[C:12]=1[N:13]=[CH:14][N:15]3[C:35]([O:37][C:38]([CH3:41])([CH3:40])[CH3:39])=[O:36])[CH2:6][CH2:5]2.[Cl:42][C:43]1[CH:44]=[C:45]([N:50]=[C:51]=[O:52])[CH:46]=[CH:47][C:48]=1[Cl:49].ClCCl, predict the reaction product. The product is: [Cl:42][C:43]1[CH:44]=[C:45]([NH:50][C:51]([NH:1][C:2]2[CH:3]=[C:4]3[C:8](=[CH:9][CH:10]=2)[N:7]([C:11]2[N:19]=[C:18]([NH:20][C@H:21]4[CH2:26][CH2:25][C@H:24]([NH:27][C:28]([O:30][C:31]([CH3:33])([CH3:34])[CH3:32])=[O:29])[CH2:23][CH2:22]4)[N:17]=[C:16]4[C:12]=2[N:13]=[CH:14][N:15]4[C:35]([O:37][C:38]([CH3:41])([CH3:40])[CH3:39])=[O:36])[CH2:6][CH2:5]3)=[O:52])[CH:46]=[CH:47][C:48]=1[Cl:49]. (3) Given the reactants Br[C:2]1[C:10]2[C:5](=[CH:6][CH:7]=[CH:8][CH:9]=2)[N:4]([CH2:11][CH2:12][CH2:13][O:14][C:15]2[C:24]3[C:19](=[CH:20][CH:21]=[CH:22][CH:23]=3)[CH:18]=[CH:17][CH:16]=2)[C:3]=1[C:25]([O:27][CH2:28][CH3:29])=[O:26].[Br-].[CH2:31]([Zn+])[C:32]1[CH:37]=[CH:36][CH:35]=[CH:34][CH:33]=1, predict the reaction product. The product is: [CH2:31]([C:2]1[C:10]2[C:5](=[CH:6][CH:7]=[CH:8][CH:9]=2)[N:4]([CH2:11][CH2:12][CH2:13][O:14][C:15]2[C:24]3[C:19](=[CH:20][CH:21]=[CH:22][CH:23]=3)[CH:18]=[CH:17][CH:16]=2)[C:3]=1[C:25]([O:27][CH2:28][CH3:29])=[O:26])[C:32]1[CH:37]=[CH:36][CH:35]=[CH:34][CH:33]=1. (4) The product is: [NH2:1][C:2]1[N:7]=[C:6]([NH:8][C:9]([C:11]2[CH:12]=[N:13][C:14]([Cl:17])=[CH:15][CH:16]=2)=[O:10])[C:5]([NH2:18])=[C:4]([C:21]2[O:22][CH:23]=[CH:24][CH:25]=2)[N:3]=1. Given the reactants [NH2:1][C:2]1[N:7]=[C:6]([NH:8][C:9]([C:11]2[CH:12]=[N:13][C:14]([Cl:17])=[CH:15][CH:16]=2)=[O:10])[C:5]([N+:18]([O-])=O)=[C:4]([C:21]2[O:22][CH:23]=[CH:24][CH:25]=2)[N:3]=1, predict the reaction product. (5) The product is: [Br:1][C:2]1[CH:3]=[CH:4][C:5]([C:6]([NH:22][CH:21]([CH3:23])[C:20]([O:19][CH3:18])=[O:24])=[O:8])=[CH:9][CH:10]=1. Given the reactants [Br:1][C:2]1[CH:10]=[CH:9][C:5]([C:6]([OH:8])=O)=[CH:4][CH:3]=1.C(N(CC)CC)C.[CH3:18][O:19][C:20](=[O:24])[C@H:21]([CH3:23])[NH2:22].ClC(OCC)=O, predict the reaction product. (6) The product is: [Cl:15][C:11]1[C:12]([CH3:14])=[CH:13][C:8]2[N:7]=[C:19]([C:20]3[CH:25]=[CH:24][CH:23]=[C:22]([C:26]4[CH:27]=[N:28][CH:29]=[N:30][CH:31]=4)[CH:21]=3)[CH2:18][C:17](=[O:33])[NH:16][C:9]=2[CH:10]=1. Given the reactants C(OC(=O)[NH:7][C:8]1[CH:13]=[C:12]([CH3:14])[C:11]([Cl:15])=[CH:10][C:9]=1[NH:16][C:17](=[O:33])[CH2:18][C:19](=O)[C:20]1[CH:25]=[CH:24][CH:23]=[C:22]([C:26]2[CH:27]=[N:28][CH:29]=[N:30][CH:31]=2)[CH:21]=1)(C)(C)C.C(O)(C(F)(F)F)=O, predict the reaction product.